From a dataset of Full USPTO retrosynthesis dataset with 1.9M reactions from patents (1976-2016). Predict the reactants needed to synthesize the given product. (1) Given the product [F:38][C:39]1[CH:44]=[C:43]([C:8]2[C:9]([NH2:37])=[N:10][CH:11]=[N:12][C:13]=2[N:14]2[CH2:15][CH2:16][CH:17]([C:20]3[N:21]([CH3:36])[CH:22]=[C:23]([C:25]4[CH:30]=[CH:29][C:28]([F:31])=[C:27]([C:32]([F:33])([F:35])[F:34])[CH:26]=4)[N:24]=3)[CH2:18][CH2:19]2)[CH:42]=[CH:41][CH:40]=1, predict the reactants needed to synthesize it. The reactants are: FC1C=CC([C:8]2[C:9]([NH2:37])=[N:10][CH:11]=[N:12][C:13]=2[N:14]2[CH2:19][CH2:18][CH:17]([C:20]3[N:21]([CH3:36])[CH:22]=[C:23]([C:25]4[CH:30]=[CH:29][C:28]([F:31])=[C:27]([C:32]([F:35])([F:34])[F:33])[CH:26]=4)[N:24]=3)[CH2:16][CH2:15]2)=CC=1.[F:38][C:39]1[CH:40]=[C:41](B(O)O)[CH:42]=[CH:43][CH:44]=1. (2) Given the product [CH:1]([CH:4]1[NH:8][C:7](=[O:9])[N:6]([CH2:17][C:16]2[CH:19]=[CH:20][C:13]([O:12][CH3:11])=[CH:14][CH:15]=2)[C:5]1=[O:10])([CH3:3])[CH3:2], predict the reactants needed to synthesize it. The reactants are: [CH:1]([CH:4]1[NH:8][C:7](=[O:9])[NH:6][C:5]1=[O:10])([CH3:3])[CH3:2].[CH3:11][O:12][C:13]1[CH:20]=[CH:19][C:16]([CH2:17]Cl)=[CH:15][CH:14]=1. (3) Given the product [O:34]([CH2:33][C@@H:32]([OH:30])[CH2:31][N:8]([CH2:1][C:2]1[CH:3]=[CH:4][CH:5]=[CH:6][CH:7]=1)[C@@H:9]([CH2:12][C:13]1[CH:18]=[CH:17][C:16]([O:19][CH2:20][C:21]2[CH:22]=[CH:23][CH:24]=[CH:25][CH:26]=2)=[C:15]([N+:27]([O-:29])=[O:28])[CH:14]=1)[CH2:10][OH:11])[C:35]1[CH:40]=[CH:39][CH:38]=[CH:37][CH:36]=1, predict the reactants needed to synthesize it. The reactants are: [CH2:1]([NH:8][C@@H:9]([CH2:12][C:13]1[CH:18]=[CH:17][C:16]([O:19][CH2:20][C:21]2[CH:26]=[CH:25][CH:24]=[CH:23][CH:22]=2)=[C:15]([N+:27]([O-:29])=[O:28])[CH:14]=1)[CH2:10][OH:11])[C:2]1[CH:7]=[CH:6][CH:5]=[CH:4][CH:3]=1.[O:30]1[C@H:32]([CH2:33][O:34][C:35]2[CH:40]=[CH:39][CH:38]=[CH:37][CH:36]=2)[CH2:31]1.